Regression. Given a peptide amino acid sequence and an MHC pseudo amino acid sequence, predict their binding affinity value. This is MHC class I binding data. From a dataset of Peptide-MHC class I binding affinity with 185,985 pairs from IEDB/IMGT. (1) The peptide sequence is VQQIGGNYV. The MHC is Mamu-A20102 with pseudo-sequence Mamu-A20102. The binding affinity (normalized) is 0.00509. (2) The peptide sequence is NFKFRDLLFKL. The MHC is H-2-Db with pseudo-sequence H-2-Db. The binding affinity (normalized) is 0.00305. (3) The peptide sequence is LPFDKPTIM. The MHC is HLA-B51:01 with pseudo-sequence HLA-B51:01. The binding affinity (normalized) is 0.635. (4) The peptide sequence is HAYCGIKGL. The binding affinity (normalized) is 0.373. The MHC is HLA-A02:02 with pseudo-sequence HLA-A02:02.